From a dataset of Full USPTO retrosynthesis dataset with 1.9M reactions from patents (1976-2016). Predict the reactants needed to synthesize the given product. (1) Given the product [CH:19]([C:20]1[CH:21]=[CH:22][C:23]([CH2:31][Cl:47])=[CH:24][CH:25]=1)=[CH2:17], predict the reactants needed to synthesize it. The reactants are: OCCO[C:23]1[CH:24]=[CH:25][C:20]([CH2:19][C:17](C([C:17](O)([CH2:19][C:20]2[CH:25]=[CH:24][C:23](OCCO)=[CH:22][CH:21]=2)C)=O)(O)C)=[CH:21][CH:22]=1.[CH3:31]C(O)(C(C1C=CC(OCCO)=CC=1)=O)C.[ClH:47]. (2) Given the product [CH2:1]([C@H:8]1[CH2:9][N:10]([C:14]2[CH:19]=[CH:18][C:17]([O:20][CH3:21])=[C:16]([O:22][CH:23]3[CH2:26][CH2:25][CH2:24]3)[CH:15]=2)[CH2:11][CH2:12][N:13]1[C:28]1[N:33]=[CH:32][CH:31]=[CH:30][N:29]=1)[C:2]1[CH:3]=[CH:4][CH:5]=[CH:6][CH:7]=1, predict the reactants needed to synthesize it. The reactants are: [CH2:1]([CH:8]1[NH:13][CH2:12][CH2:11][N:10]([C:14]2[CH:19]=[CH:18][C:17]([O:20][CH3:21])=[C:16]([O:22][CH:23]3[CH2:26][CH2:25][CH2:24]3)[CH:15]=2)[CH2:9]1)[C:2]1[CH:7]=[CH:6][CH:5]=[CH:4][CH:3]=1.Cl[C:28]1[N:33]=[CH:32][CH:31]=[CH:30][N:29]=1.C(N(C(C)C)CC)(C)C.CS(C)=O.